Dataset: Forward reaction prediction with 1.9M reactions from USPTO patents (1976-2016). Task: Predict the product of the given reaction. The product is: [Si:11]([O:18][CH2:19][CH:20]1[CH2:25][CH2:24][C:23]([O:28][CH3:29])([C:26]([OH:8])=[O:27])[CH2:22][CH2:21]1)([C:14]([CH3:17])([CH3:16])[CH3:15])([CH3:12])[CH3:13]. Given the reactants P([O-])(O)(O)=O.[Na+].Cl([O-])=[O:8].[Na+].[Si:11]([O:18][CH2:19][CH:20]1[CH2:25][CH2:24][C:23]([O:28][CH3:29])([CH:26]=[O:27])[CH2:22][CH2:21]1)([C:14]([CH3:17])([CH3:16])[CH3:15])([CH3:13])[CH3:12].CC(=CC)C, predict the reaction product.